Dataset: Forward reaction prediction with 1.9M reactions from USPTO patents (1976-2016). Task: Predict the product of the given reaction. Given the reactants [Si](C=[N+]=[N-])(C)(C)[CH3:2].C[Si](C)(C)C.[NH2:13][C:14]1[C:22]([N+:23]([O-:25])=[O:24])=[CH:21][C:17]([C:18]([OH:20])=[O:19])=[C:16]([F:26])[C:15]=1[F:27].CO, predict the reaction product. The product is: [CH3:2][O:19][C:18](=[O:20])[C:17]1[CH:21]=[C:22]([N+:23]([O-:25])=[O:24])[C:14]([NH2:13])=[C:15]([F:27])[C:16]=1[F:26].